Dataset: Cav3 T-type calcium channel HTS with 100,875 compounds. Task: Binary Classification. Given a drug SMILES string, predict its activity (active/inactive) in a high-throughput screening assay against a specified biological target. (1) The compound is Brc1cc(CNC(=O)C2N(C3C(C2)Cn2c3nc3c2cc2c(c3)cccc2)C)ccc1. The result is 0 (inactive). (2) The compound is Clc1cc(Nc2nc(N3CCCC3)nc(n2)NCCO)c(OCCC)cc1. The result is 0 (inactive). (3) The molecule is s1c(CNC(=O)c2c(oc(c2)C)C)ccc1. The result is 0 (inactive). (4) The molecule is O=C(N1CCCC1)c1ccc(Nc2c(cc(cc2)C)C)nc1. The result is 0 (inactive). (5) The drug is s1c(N2N=C(/C(=C/NCCCn3ccnc3)C2=O)c2ccccc2)nc2c1cccc2. The result is 0 (inactive). (6) The molecule is o1c(C(=O)N(Cc2cc3c([nH]c2=O)cccc3)c2c(c(ccc2)C)C)ccc1. The result is 0 (inactive).